From a dataset of Catalyst prediction with 721,799 reactions and 888 catalyst types from USPTO. Predict which catalyst facilitates the given reaction. The catalyst class is: 10. Reactant: [Cl:1][C:2]1[CH:7]=[CH:6][C:5]([C:8]2[C:14]3[CH:15]=[C:16]([OH:19])[CH:17]=[CH:18][C:13]=3[N:12]3[C:20]([CH3:23])=[N:21][N:22]=[C:11]3[C@H:10]([CH2:24][C:25]([NH:27][CH2:28][CH3:29])=[O:26])[N:9]=2)=[CH:4][CH:3]=1.C(=O)([O-])[O-].[K+].[K+].CC1C=CC(S(O[CH2:47][CH2:48][CH2:49][NH:50][C:51]([O:53][C:54]([CH3:57])([CH3:56])[CH3:55])=[O:52])(=O)=O)=CC=1.ClC1C=CC(C2C3C=C(OCCNC(=O)OC(C)(C)C)C=CC=3N3C(C)=NN=C3[C@H](CC(NCC)=O)N=2)=CC=1. Product: [Cl:1][C:2]1[CH:7]=[CH:6][C:5]([C:8]2[C:14]3[CH:15]=[C:16]([O:19][CH2:47][CH2:48][CH2:49][NH:50][C:51](=[O:52])[O:53][C:54]([CH3:57])([CH3:56])[CH3:55])[CH:17]=[CH:18][C:13]=3[N:12]3[C:20]([CH3:23])=[N:21][N:22]=[C:11]3[C@H:10]([CH2:24][C:25]([NH:27][CH2:28][CH3:29])=[O:26])[N:9]=2)=[CH:4][CH:3]=1.